From a dataset of Reaction yield outcomes from USPTO patents with 853,638 reactions. Predict the reaction yield, written as a fraction of the theoretical maximum amount of product (1.0 means a 100% yield; for example, 0.34 means a 34% yield). (1) The reactants are [C:1]([C:3]1[C:18]([O:19][CH2:20][C@@H:21]([NH:26]C(=O)OC(C)(C)C)[CH2:22][CH:23]([CH3:25])[CH3:24])=[CH:17][C:6]2[N:7]([CH3:16])[C:8](=[O:15])[C:9]3[C:14]([C:5]=2[CH:4]=1)=[CH:13][CH:12]=[N:11][CH:10]=3)#[N:2].Cl.O1CCOCC1. The catalyst is CO. The product is [NH2:26][C@@H:21]([CH2:22][CH:23]([CH3:25])[CH3:24])[CH2:20][O:19][C:18]1[C:3]([C:1]#[N:2])=[CH:4][C:5]2[C:14]3[C:9](=[CH:10][N:11]=[CH:12][CH:13]=3)[C:8](=[O:15])[N:7]([CH3:16])[C:6]=2[CH:17]=1. The yield is 0.0700. (2) The reactants are C([O:3][C:4]([C:6]1[S:10][C:9]([Br:11])=[N:8][C:7]=1[CH3:12])=[O:5])C.O.[OH-].[Li+].Cl. The catalyst is O1CCCC1.O.C(OCC)(=O)C. The product is [Br:11][C:9]1[S:10][C:6]([C:4]([OH:5])=[O:3])=[C:7]([CH3:12])[N:8]=1. The yield is 0.980. (3) The reactants are [CH3:1][O:2][C:3]1[CH:4]=[CH:5][C:6]2[C:10]([O:11][C:12]3[CH:17]=[CH:16][C:15](/[CH:18]=[CH:19]/[C:20]([O:22][C:23]([CH3:26])([CH3:25])[CH3:24])=[O:21])=[CH:14][CH:13]=3)=[C:9]([C:27]3[CH:32]=[CH:31][C:30]([O:33][CH3:34])=[CH:29][CH:28]=3)[S:8][C:7]=2[CH:35]=1.CO. The catalyst is [Pd].C(Cl)Cl. The product is [CH3:1][O:2][C:3]1[CH:4]=[CH:5][C:6]2[C:10]([O:11][C:12]3[CH:17]=[CH:16][C:15]([CH:18]=[CH:19][C:20]([O:22][C:23]([CH3:26])([CH3:25])[CH3:24])=[O:21])=[CH:14][CH:13]=3)=[C:9]([C:27]3[CH:28]=[CH:29][C:30]([O:33][CH3:34])=[CH:31][CH:32]=3)[S:8][C:7]=2[CH:35]=1. The yield is 1.00. (4) The reactants are C(N(CC)CC)C.Cl[C:9]1[C:10]([NH:29][CH2:30][CH:31]=[CH2:32])=[N:11][C:12]([C:19]2[CH:24]=[CH:23][C:22]([Cl:25])=[C:21]([O:26][CH3:27])[C:20]=2[F:28])=[N:13][C:14]=1[C:15]([O:17][CH3:18])=[O:16].[CH3:33][S:34](Cl)(=[O:36])=[O:35]. The catalyst is ClCCl. The product is [Cl:25][C:22]1[CH:23]=[CH:24][C:19]([C:12]2[N:13]=[C:14]([C:15]([O:17][CH3:18])=[O:16])[C:9]3[C:31]([CH3:32])=[CH:30][N:29]([S:34]([CH3:33])(=[O:36])=[O:35])[C:10]=3[N:11]=2)=[C:20]([F:28])[C:21]=1[O:26][CH3:27]. The yield is 0.350. (5) The reactants are Br[C:2]1[N:7]=[C:6]([NH:8][C:9]2[CH:13]=[C:12]([CH:14]3[CH2:16][CH2:15]3)[NH:11][N:10]=2)[CH:5]=[CH:4][N:3]=1.[C:17]([NH:21][S:22]([C:25]1[S:26][C:27](B2OC(C)(C)C(C)(C)O2)=[CH:28][CH:29]=1)(=[O:24])=[O:23])([CH3:20])([CH3:19])[CH3:18].C([O-])([O-])=O.[Na+].[Na+]. The catalyst is O1CCOCC1.O.C1C=CC(P(C2C=CC=CC=2)[C-]2C=CC=C2)=CC=1.C1C=CC(P(C2C=CC=CC=2)[C-]2C=CC=C2)=CC=1.Cl[Pd]Cl.[Fe+2]. The product is [C:17]([NH:21][S:22]([C:25]1[S:26][C:27]([C:2]2[N:7]=[C:6]([NH:8][C:9]3[CH:13]=[C:12]([CH:14]4[CH2:16][CH2:15]4)[NH:11][N:10]=3)[CH:5]=[CH:4][N:3]=2)=[CH:28][CH:29]=1)(=[O:23])=[O:24])([CH3:20])([CH3:18])[CH3:19]. The yield is 0.669. (6) The reactants are [NH2:1][C:2]1[CH:7]=[CH:6][C:5]([CH2:8][C:9]([O:11][C:12]([CH3:15])([CH3:14])[CH3:13])=[O:10])=[CH:4][C:3]=1[O:16][CH3:17].[C:18]1([N:24]=[C:25]=[O:26])[CH:23]=[CH:22][CH:21]=[CH:20][CH:19]=1. The catalyst is C(Cl)Cl. The product is [CH3:17][O:16][C:3]1[CH:4]=[C:5]([CH2:8][C:9]([O:11][C:12]([CH3:14])([CH3:13])[CH3:15])=[O:10])[CH:6]=[CH:7][C:2]=1[NH:1][C:25]([NH:24][C:18]1[CH:23]=[CH:22][CH:21]=[CH:20][CH:19]=1)=[O:26]. The yield is 1.00. (7) The reactants are [Cl:1][C:2]1[CH:7]=[CH:6][N:5]2[N:8]=[C:9]([C:13]3[CH:18]=[CH:17][C:16]([O:19][CH3:20])=[CH:15][CH:14]=3)[C:10]([CH:11]=[O:12])=[C:4]2[CH:3]=1.[C:21]([Mg]Br)#[CH:22]. The catalyst is O1CCCC1. The product is [Cl:1][C:2]1[CH:7]=[CH:6][N:5]2[N:8]=[C:9]([C:13]3[CH:18]=[CH:17][C:16]([O:19][CH3:20])=[CH:15][CH:14]=3)[C:10]([CH:11]([OH:12])[C:21]#[CH:22])=[C:4]2[CH:3]=1. The yield is 1.00. (8) The reactants are [Br:1][C:2]1[C:10]([N+:11]([O-])=O)=[CH:9][C:8]([F:14])=[CH:7][C:3]=1[C:4]([O-:6])=[O:5].[C:15]([O-])(O)=O.[Na+]. The catalyst is CCO.CC(O)=O.O.[Fe]. The product is [NH2:11][C:10]1[C:2]([Br:1])=[C:3]([CH:7]=[C:8]([F:14])[CH:9]=1)[C:4]([O:6][CH3:15])=[O:5]. The yield is 0.870. (9) The reactants are [S:1]1[C:9]2[CH2:8][CH2:7][O:6][CH:5]([C:10]3([NH:13][C:14](=O)OCC)[CH2:12][CH2:11]3)[C:4]=2[CH:3]=[CH:2]1.[H-].[H-].[H-].[H-].[Li+].[Al+3].O.[CH2:26]1[CH2:30]OC[CH2:27]1. No catalyst specified. The product is [S:1]1[C:9]2[CH2:8][CH2:7][O:6][CH:5]([C:10]3([NH:13][CH3:14])[CH2:12][CH2:11][CH2:30][CH2:26][CH2:27]3)[C:4]=2[CH:3]=[CH:2]1. The yield is 0.840. (10) The reactants are Br[C:2]1[CH:3]=[CH:4][C:5]2[N:9]=[C:8]([C@@H:10]3[CH2:14][CH2:13][CH2:12][N:11]3[C:15]([O:17][C:18]([CH3:21])([CH3:20])[CH3:19])=[O:16])[NH:7][C:6]=2[CH:22]=1.[B:23]1([B:23]2[O:27][C:26]([CH3:29])([CH3:28])[C:25]([CH3:31])([CH3:30])[O:24]2)[O:27][C:26]([CH3:29])([CH3:28])[C:25]([CH3:31])([CH3:30])[O:24]1.C([O-])(=O)C.[K+]. The catalyst is O1CCOCC1.C1C=CC([P]([Pd]([P](C2C=CC=CC=2)(C2C=CC=CC=2)C2C=CC=CC=2)([P](C2C=CC=CC=2)(C2C=CC=CC=2)C2C=CC=CC=2)[P](C2C=CC=CC=2)(C2C=CC=CC=2)C2C=CC=CC=2)(C2C=CC=CC=2)C2C=CC=CC=2)=CC=1. The product is [CH3:30][C:25]1([CH3:31])[C:26]([CH3:29])([CH3:28])[O:27][B:23]([C:2]2[CH:3]=[CH:4][C:5]3[N:9]=[C:8]([C@@H:10]4[CH2:14][CH2:13][CH2:12][N:11]4[C:15]([O:17][C:18]([CH3:21])([CH3:20])[CH3:19])=[O:16])[NH:7][C:6]=3[CH:22]=2)[O:24]1. The yield is 0.550.